This data is from Catalyst prediction with 721,799 reactions and 888 catalyst types from USPTO. The task is: Predict which catalyst facilitates the given reaction. Reactant: C(OC[N:10]1[CH:14]=[CH:13][N:12]=[C:11]1[C@H:15]1[O:19][C:18](=[O:20])[N:17]([CH2:21][C:22]2[CH:27]=[C:26]([C:28]([F:31])([F:30])[F:29])[CH:25]=[CH:24][C:23]=2[C:32]2[CH:37]=[C:36]([CH:38]([CH3:40])[CH3:39])[C:35]([F:41])=[CH:34][C:33]=2[O:42][CH3:43])[C@H:16]1[CH3:44])C1C=CC=CC=1.Cl. Product: [F:41][C:35]1[C:36]([CH:38]([CH3:40])[CH3:39])=[CH:37][C:32]([C:23]2[CH:24]=[CH:25][C:26]([C:28]([F:31])([F:29])[F:30])=[CH:27][C:22]=2[CH2:21][N:17]2[C@@H:16]([CH3:44])[C@H:15]([C:11]3[NH:12][CH:13]=[CH:14][N:10]=3)[O:19][C:18]2=[O:20])=[C:33]([O:42][CH3:43])[CH:34]=1. The catalyst class is: 105.